From a dataset of Forward reaction prediction with 1.9M reactions from USPTO patents (1976-2016). Predict the product of the given reaction. (1) Given the reactants [CH3:1][NH:2][C:3]1[CH:4]=[N:5][CH:6]=[CH:7][C:8]=1[C:9]1[CH:14]=[CH:13][CH:12]=[CH:11][C:10]=1[CH3:15].[CH3:16][S:17]([C:20]1[CH:21]=[C:22]([CH:26]=[C:27]([C:29]([F:32])([F:31])[F:30])[CH:28]=1)[C:23]([OH:25])=O)(=[O:19])=[O:18], predict the reaction product. The product is: [CH3:16][S:17]([C:20]1[CH:21]=[C:22]([CH:26]=[C:27]([C:29]([F:32])([F:31])[F:30])[CH:28]=1)[C:23]([N:2]([CH3:1])[C:3]1[CH:4]=[N:5][CH:6]=[CH:7][C:8]=1[C:9]1[CH:14]=[CH:13][CH:12]=[CH:11][C:10]=1[CH3:15])=[O:25])(=[O:18])=[O:19]. (2) Given the reactants Br[C:2]1[CH:7]=[CH:6][C:5]([N+:8]([O-:10])=[O:9])=[CH:4][CH:3]=1.[C:11]1(B(O)O)[CH:16]=[CH:15][CH:14]=[CH:13][CH:12]=1.C(=O)([O-])[O-].[Cs+].[Cs+].C(=O)=O, predict the reaction product. The product is: [N+:8]([C:5]1[CH:6]=[CH:7][C:2]([C:11]2[CH:16]=[CH:15][CH:14]=[CH:13][CH:12]=2)=[CH:3][CH:4]=1)([O-:10])=[O:9]. (3) Given the reactants [Cl:1][C:2]1[CH:3]=[C:4]([CH:10]([C:23]([F:26])([F:25])[F:24])/[CH:11]=[CH:12]/[C:13]2[CH:14]=[C:15]3[C:19](=[CH:20][CH:21]=2)[C:18](=O)[CH2:17][CH2:16]3)[CH:5]=[C:6]([Cl:9])[C:7]=1[F:8].[F:27][C:28]([F:33])([F:32])[CH2:29][CH2:30][NH2:31].C([BH3-])#N.[Na+], predict the reaction product. The product is: [Cl:1][C:2]1[CH:3]=[C:4]([CH:10]([C:23]([F:26])([F:25])[F:24])/[CH:11]=[CH:12]/[C:13]2[CH:14]=[C:15]3[C:19](=[CH:20][CH:21]=2)[CH:18]([NH:31][CH2:30][CH2:29][C:28]([F:33])([F:32])[F:27])[CH2:17][CH2:16]3)[CH:5]=[C:6]([Cl:9])[C:7]=1[F:8]. (4) Given the reactants [C:1]1([C:30]2[CH:35]=[CH:34][CH:33]=[CH:32][CH:31]=2)[CH:6]=[CH:5][C:4]([C:7]([NH:9][CH:10]([CH2:14][CH2:15][O:16][C:17]2[CH:22]=[CH:21][C:20]([O:23][C:24]([C:27]([OH:29])=[O:28])([CH3:26])[CH3:25])=[CH:19][CH:18]=2)C(O)=O)=[O:8])=[CH:3][CH:2]=1.N1C=CC=CC=1.[C:51](O[C:51](=[O:58])[C:52]1[CH:57]=[CH:56][CH:55]=[CH:54][CH:53]=1)(=[O:58])[C:52]1[CH:57]=[CH:56][CH:55]=[CH:54][CH:53]=1, predict the reaction product. The product is: [C:1]1([C:30]2[CH:35]=[CH:34][CH:33]=[CH:32][CH:31]=2)[CH:2]=[CH:3][C:4]([C:7]([NH:9][CH:10]([C:51](=[O:58])[C:52]2[CH:53]=[CH:54][CH:55]=[CH:56][CH:57]=2)[CH2:14][CH2:15][O:16][C:17]2[CH:18]=[CH:19][C:20]([O:23][C:24]([CH3:26])([CH3:25])[C:27]([OH:29])=[O:28])=[CH:21][CH:22]=2)=[O:8])=[CH:5][CH:6]=1. (5) Given the reactants [CH2:1]([C:8](=[CH2:11])[CH:9]=[O:10])[C:2]1[CH:7]=[CH:6][CH:5]=[CH:4][CH:3]=1, predict the reaction product. The product is: [CH3:11][C@H:8]([CH2:1][C:2]1[CH:7]=[CH:6][CH:5]=[CH:4][CH:3]=1)[CH:9]=[O:10]. (6) Given the reactants I[C:2]1[C:10]([O:11][CH3:12])=[CH:9][C:5]2[O:6][CH2:7][O:8][C:4]=2[CH:3]=1.CC([O-])(C)C.[Na+].CC1C=CC2C=CC3C=CC(C)=NC=3C=2N=1.O.[CH3:36][O:37][C:38]1[CH:65]=[CH:64][C:41]([CH2:42][N:43]2[C:51]3[CH:50]=[CH:49][N:48]=[C:47]([NH2:52])[C:46]=3[N:45]=[C:44]2[S:53]C2C(C)=CC3OCOC=3C=2)=[CH:40][CH:39]=1, predict the reaction product. The product is: [CH3:12][O:11][C:10]1[C:2]([S:53][C:44]2[N:43]([CH2:42][C:41]3[CH:64]=[CH:65][C:38]([O:37][CH3:36])=[CH:39][CH:40]=3)[C:51]3[CH:50]=[CH:49][N:48]=[C:47]([NH2:52])[C:46]=3[N:45]=2)=[CH:3][C:4]2[O:8][CH2:7][O:6][C:5]=2[CH:9]=1.